This data is from Forward reaction prediction with 1.9M reactions from USPTO patents (1976-2016). The task is: Predict the product of the given reaction. Given the reactants Br[C:2]1[CH:7]=[CH:6][C:5]([O:8][C@H:9]2[CH2:14][CH2:13][C@H:12]([C:15]([CH3:18])([CH3:17])[CH3:16])[CH2:11][CH2:10]2)=[CH:4][CH:3]=1.[NH2:19][CH:20]1[CH2:25][CH2:24][CH2:23][N:22]([C:26]([O:28][C:29]([CH3:32])([CH3:31])[CH3:30])=[O:27])[CH2:21]1.C1(P(C2CCCCC2)C2C=CC=CC=2C2C(N(C)C)=CC=CC=2)CCCCC1, predict the reaction product. The product is: [C:15]([C@H:12]1[CH2:13][CH2:14][C@H:9]([O:8][C:5]2[CH:6]=[CH:7][C:2]([NH:19][CH:20]3[CH2:25][CH2:24][CH2:23][N:22]([C:26]([O:28][C:29]([CH3:32])([CH3:31])[CH3:30])=[O:27])[CH2:21]3)=[CH:3][CH:4]=2)[CH2:10][CH2:11]1)([CH3:18])([CH3:17])[CH3:16].